This data is from Forward reaction prediction with 1.9M reactions from USPTO patents (1976-2016). The task is: Predict the product of the given reaction. (1) Given the reactants [N+:1]([C:4]1[CH:5]=[C:6]([CH:10]=[CH:11][C:12]=1[O:13][C:14]([F:17])([F:16])[F:15])[C:7]([OH:9])=O)([O-])=O.C(Cl)(=O)C(Cl)=O.[F:24][C:25]1[CH:31]=[CH:30][C:28]([NH2:29])=[CH:27][CH:26]=1, predict the reaction product. The product is: [NH2:1][C:4]1[CH:5]=[C:6]([CH:10]=[CH:11][C:12]=1[O:13][C:14]([F:17])([F:16])[F:15])[C:7]([NH:29][C:28]1[CH:30]=[CH:31][C:25]([F:24])=[CH:26][CH:27]=1)=[O:9]. (2) Given the reactants [C:1]1([S:7][C:8]2[CH:9]=[C:10]3[C:16]([C:17]4[CH:18]=[N:19][NH:20][CH:21]=4)=[CH:15][NH:14][C:11]3=[N:12][CH:13]=2)[CH:6]=[CH:5][CH:4]=[CH:3][CH:2]=1.[OH:22]O, predict the reaction product. The product is: [C:1]1([S:7]([C:8]2[CH:9]=[C:10]3[C:16]([C:17]4[CH:21]=[N:20][NH:19][CH:18]=4)=[CH:15][NH:14][C:11]3=[N:12][CH:13]=2)=[O:22])[CH:2]=[CH:3][CH:4]=[CH:5][CH:6]=1.